This data is from Forward reaction prediction with 1.9M reactions from USPTO patents (1976-2016). The task is: Predict the product of the given reaction. (1) Given the reactants [NH2:1][CH2:2][C:3]1[O:7][C:6]([CH2:8][OH:9])=[CH:5][CH:4]=1.[Cl:10][C:11]1[C:16]([Cl:17])=[CH:15][CH:14]=[CH:13][C:12]=1[S:18]([NH:21][C:22]1[C:27](Cl)=[N:26][CH:25]=[CH:24][N:23]=1)(=[O:20])=[O:19], predict the reaction product. The product is: [NH2:1][CH2:2][C:3]1[O:7][C:6]([CH2:8][O:9][C:27]2[C:22]([NH:21][S:18]([C:12]3[CH:13]=[CH:14][CH:15]=[C:16]([Cl:17])[C:11]=3[Cl:10])(=[O:20])=[O:19])=[N:23][CH:24]=[CH:25][N:26]=2)=[CH:5][CH:4]=1. (2) Given the reactants Br[C:2]1[CH:3]=[CH:4][C:5]([O:21][CH3:22])=[C:6]([NH:8][C:9]2[S:10][CH:11]=[C:12]([C:14]3[S:18][C:17]([CH3:19])=[N:16][C:15]=3[CH3:20])[N:13]=2)[CH:7]=1.[CH3:23][C:24]1([CH3:40])[C:28]([CH3:30])([CH3:29])[O:27][B:26]([B:26]2[O:27][C:28]([CH3:30])([CH3:29])[C:24]([CH3:40])([CH3:23])[O:25]2)[O:25]1.C(Cl)Cl.CC([O-])=O.[K+], predict the reaction product. The product is: [CH3:19][C:17]1[S:18][C:14]([C:12]2[N:13]=[C:9]([NH:8][C:6]3[CH:7]=[C:2]([B:26]4[O:27][C:28]([CH3:30])([CH3:29])[C:24]([CH3:40])([CH3:23])[O:25]4)[CH:3]=[CH:4][C:5]=3[O:21][CH3:22])[S:10][CH:11]=2)=[C:15]([CH3:20])[N:16]=1. (3) Given the reactants C([O:8][CH:9]1[CH2:12][C:11]2([CH2:16][C:15]([C:17]3[CH:22]=[N:21][C:20]4[N:23]([CH2:26][CH3:27])[N:24]=[CH:25][C:19]=4[C:18]=3[NH:28][CH:29]3[CH2:34][CH2:33][O:32][CH2:31][CH2:30]3)=[N:14][O:13]2)[CH2:10]1)C1C=CC=CC=1, predict the reaction product. The product is: [CH2:26]([N:23]1[C:20]2=[N:21][CH:22]=[C:17]([C:15]3[CH2:16][C:11]4([CH2:10][CH:9]([OH:8])[CH2:12]4)[O:13][N:14]=3)[C:18]([NH:28][CH:29]3[CH2:34][CH2:33][O:32][CH2:31][CH2:30]3)=[C:19]2[CH:25]=[N:24]1)[CH3:27]. (4) The product is: [CH3:1][C:2]1[CH:11]=[CH:10][C:9]2[C:4](=[CH:5][CH:6]=[CH:7][C:8]=2[N:12]2[CH2:13][CH2:14][N:15]([CH2:18][CH2:19][C:20]3[CH:21]=[C:22]([N:23]([S:35]([CH3:34])(=[O:37])=[O:36])[S:35]([CH3:34])(=[O:37])=[O:36])[CH:24]=[CH:25][CH:26]=3)[CH2:16][CH2:17]2)[N:3]=1. Given the reactants [CH3:1][C:2]1[CH:11]=[CH:10][C:9]2[C:4](=[CH:5][CH:6]=[CH:7][C:8]=2[N:12]2[CH2:17][CH2:16][N:15]([CH2:18][CH2:19][C:20]3[CH:21]=[C:22]([CH:24]=[CH:25][CH:26]=3)[NH2:23])[CH2:14][CH2:13]2)[N:3]=1.C(N(CC)CC)C.[CH3:34][S:35](Cl)(=[O:37])=[O:36], predict the reaction product.